Predict the reaction yield, written as a fraction of the theoretical maximum amount of product (1.0 means a 100% yield; for example, 0.34 means a 34% yield). From a dataset of Reaction yield outcomes from USPTO patents with 853,638 reactions. The reactants are [CH3:1][Si:2]([CH3:14])([CH3:13])[CH2:3][CH2:4][O:5][CH2:6][N:7]1[CH:11]=[CH:10][C:9]([NH2:12])=[N:8]1.[CH3:15][C:16](=O)[CH2:17][CH2:18][C:19](=O)[CH3:20]. The catalyst is CC1C=CC(S(O)(=O)=O)=CC=1.C1(C)C=CC=CC=1. The product is [CH3:20][C:19]1[N:12]([C:9]2[CH:10]=[CH:11][N:7]([CH2:6][O:5][CH2:4][CH2:3][Si:2]([CH3:14])([CH3:13])[CH3:1])[N:8]=2)[C:16]([CH3:15])=[CH:17][CH:18]=1. The yield is 0.830.